This data is from Catalyst prediction with 721,799 reactions and 888 catalyst types from USPTO. The task is: Predict which catalyst facilitates the given reaction. The catalyst class is: 8. Product: [ClH:4].[ClH:4].[CH2:5]([C:9]1[S:18][C:17]2[NH:16][C:15]3[CH:19]=[CH:20][CH:21]=[CH:22][C:14]=3[N:13]=[C:12]([N:23]3[CH2:28][CH2:27][N:26]([CH3:29])[C@@H:25]([CH2:30][CH2:31][C:32]4[CH:33]=[CH:34][CH:35]=[CH:36][CH:37]=4)[CH2:24]3)[C:11]=2[N:10]=1)[CH2:6][CH2:7][CH3:8]. Reactant: C([Cl:4])(=O)C.[CH2:5]([C:9]1[S:18][C:17]2[NH:16][C:15]3[CH:19]=[CH:20][CH:21]=[CH:22][C:14]=3[N:13]=[C:12]([N:23]3[CH2:28][CH2:27][N:26]([CH3:29])[C@@H:25]([CH2:30][CH2:31][C:32]4[CH:37]=[CH:36][CH:35]=[CH:34][CH:33]=4)[CH2:24]3)[C:11]=2[N:10]=1)[CH2:6][CH2:7][CH3:8].CO.